Dataset: Full USPTO retrosynthesis dataset with 1.9M reactions from patents (1976-2016). Task: Predict the reactants needed to synthesize the given product. (1) Given the product [C:1]([C:4]1[C:12]2[C:7](=[CH:8][C:9]([C:13]([OH:15])=[O:14])=[CH:10][CH:11]=2)[N:6]([CH2:17][CH2:18][CH2:19][CH3:20])[CH:5]=1)(=[O:3])[CH3:2], predict the reactants needed to synthesize it. The reactants are: [C:1]([C:4]1[C:12]2[C:7](=[CH:8][C:9]([C:13]([O:15]C)=[O:14])=[CH:10][CH:11]=2)[N:6]([CH2:17][CH2:18][CH2:19][CH3:20])[CH:5]=1)(=[O:3])[CH3:2].[OH-].[Na+]. (2) Given the product [N+:35]([C:32]1[CH:31]=[CH:30][C:29]([CH2:28][N:27]([CH2:38][CH2:39][N:8]2[CH:7]([CH2:12][C:13]3[CH:14]=[CH:15][C:16]([F:19])=[CH:17][CH:18]=3)[CH2:6][C:5]3[C:10](=[CH:11][C:2]([F:1])=[CH:3][CH:4]=3)[CH2:9]2)[C:25](=[O:26])[O:24][C:20]([CH3:23])([CH3:22])[CH3:21])=[CH:34][CH:33]=1)([O-:37])=[O:36], predict the reactants needed to synthesize it. The reactants are: [F:1][C:2]1[CH:11]=[C:10]2[C:5]([CH2:6][CH:7]([CH2:12][C:13]3[CH:18]=[CH:17][C:16]([F:19])=[CH:15][CH:14]=3)[NH:8][CH2:9]2)=[CH:4][CH:3]=1.[C:20]([O:24][C:25]([N:27]([CH2:38][CH:39]=O)[CH2:28][C:29]1[CH:34]=[CH:33][C:32]([N+:35]([O-:37])=[O:36])=[CH:31][CH:30]=1)=[O:26])([CH3:23])([CH3:22])[CH3:21]. (3) The reactants are: [F:1][C:2]1[C:7]([F:8])=[C:6]([O:9][CH2:10][CH3:11])[CH:5]=[CH:4][C:3]=1[C@H:12]1[CH2:17][CH2:16][C@H:15]([CH:18]2[CH2:23][CH2:22][C:21](=[O:24])[CH:20]=[CH:19]2)[CH2:14][CH2:13]1.[Cl-].[NH4+].[CH2:27]1[CH2:31]OC[CH2:28]1. Given the product [F:1][C:2]1[C:7]([F:8])=[C:6]([O:9][CH2:10][CH3:11])[CH:5]=[CH:4][C:3]=1[C@H:12]1[CH2:13][CH2:14][C@H:15]([CH:18]2[CH2:23][CH2:22][C:21]([CH2:28][CH2:27][CH3:31])([OH:24])[CH:20]=[CH:19]2)[CH2:16][CH2:17]1, predict the reactants needed to synthesize it.